From a dataset of Full USPTO retrosynthesis dataset with 1.9M reactions from patents (1976-2016). Predict the reactants needed to synthesize the given product. (1) Given the product [OH:26][CH2:25][C@@H:23]1[C@@H:22]([OH:27])[C@H:21]([OH:38])[C@H:20]([OH:49])[C@@H:19]([C:18]#[C:17][C:14]2[CH:15]=[CH:16][C:11]([C:10]#[C:9][C@@H:7]3[C@@H:6]([OH:63])[C@@H:5]([OH:74])[C@H:4]([OH:85])[C@@H:3]([CH2:2][OH:1])[O:8]3)=[C:12]([CH:60]([CH3:62])[CH3:61])[CH:13]=2)[O:24]1, predict the reactants needed to synthesize it. The reactants are: [OH:1][CH2:2][C@H:3]1[O:8][C@H:7]([C:9]#[C:10][C:11]2[CH:16]=[CH:15][C:14]([C:17]#[C:18][C@H:19]3[O:24][C@H:23]([CH2:25][OH:26])[C@@H:22]([O:27][Si](C(C)C)(C(C)C)C(C)C)[C@H:21]([O:38][Si](C(C)C)(C(C)C)C(C)C)[C@@H:20]3[O:49][Si](C(C)C)(C(C)C)C(C)C)=[CH:13][C:12]=2[CH:60]([CH3:62])[CH3:61])[C@@H:6]([O:63][Si](C(C)C)(C(C)C)C(C)C)[C@@H:5]([O:74][Si](C(C)C)(C(C)C)C(C)C)[C@@H:4]1[O:85][Si](C(C)C)(C(C)C)C(C)C.C(O)(C(F)(F)F)=O.O. (2) Given the product [CH3:13][C:12]([CH3:15])([S@:10]([NH:9][C@@H:8]([C:16]1[CH:21]=[CH:20][CH:19]=[CH:18][CH:17]=1)[C:5]1[CH:6]=[CH:7][C:2]([P:23]([CH3:22])(=[O:27])[O:24][CH2:25][CH3:26])=[CH:3][CH:4]=1)=[O:11])[CH3:14], predict the reactants needed to synthesize it. The reactants are: Br[C:2]1[CH:7]=[CH:6][C:5]([C@@H:8]([C:16]2[CH:21]=[CH:20][CH:19]=[CH:18][CH:17]=2)[NH:9][S@:10]([C:12]([CH3:15])([CH3:14])[CH3:13])=[O:11])=[CH:4][CH:3]=1.[CH3:22][PH:23]([O-])([O-:27])[O:24][CH2:25][CH3:26].CCN(CC)CC.